From a dataset of Forward reaction prediction with 1.9M reactions from USPTO patents (1976-2016). Predict the product of the given reaction. Given the reactants C([O:5][C:6](=[O:28])[CH2:7][N:8]1[C:12]2[CH:13]=[CH:14][CH:15]=[CH:16][C:11]=2[N:10]=[C:9]1[S:17][CH2:18][CH2:19][CH2:20][CH2:21][CH2:22][C:23]([O:25][CH2:26][CH3:27])=[O:24])(C)(C)C, predict the reaction product. The product is: [CH2:26]([O:25][C:23]([CH2:22][CH2:21][CH2:20][CH2:19][CH2:18][S:17][C:9]1[N:8]([CH2:7][C:6]([OH:28])=[O:5])[C:12]2[CH:13]=[CH:14][CH:15]=[CH:16][C:11]=2[N:10]=1)=[O:24])[CH3:27].